This data is from Forward reaction prediction with 1.9M reactions from USPTO patents (1976-2016). The task is: Predict the product of the given reaction. (1) The product is: [Cl:1][C:2]1[N:3]=[C:4]2[N:13]([C:14]3[CH:15]=[C:16]([CH:17]=[CH:18][CH:19]=3)[C:20]#[N:21])[C:11](=[O:12])[N:10]([C:22]3[CH:27]=[CH:26][C:25]([O:28][CH3:29])=[CH:24][C:23]=3[F:30])[CH:8]([CH3:9])[C:5]2=[CH:6][N:7]=1. Given the reactants [Cl:1][C:2]1[N:7]=[CH:6][C:5]([CH:8]([N:10]([C:22]2[CH:27]=[CH:26][C:25]([O:28][CH3:29])=[CH:24][C:23]=2[F:30])[C:11]([NH:13][C:14]2[CH:19]=[CH:18][CH:17]=[C:16]([C:20]#[N:21])[CH:15]=2)=[O:12])[CH3:9])=[CH:4][N:3]=1.CC(C)([O-])C.[K+], predict the reaction product. (2) The product is: [F:33][C:2]1([F:1])[O:6][C:5]2[CH:7]=[CH:8][C:9]([C:11]3([C:14]([NH:16][C:17]4[CH:18]=[C:19]([CH3:32])[C:20]([CH3:31])=[C:21]([C:23]5[CH:28]=[CH:27][C:26](=[O:29])[NH:25][CH:24]=5)[N:22]=4)=[O:15])[CH2:13][CH2:12]3)=[CH:10][C:4]=2[O:3]1. Given the reactants [F:1][C:2]1([F:33])[O:6][C:5]2[CH:7]=[CH:8][C:9]([C:11]3([C:14]([NH:16][C:17]4[N:22]=[C:21]([C:23]5[CH:24]=[N:25][C:26]([O:29]C)=[CH:27][CH:28]=5)[C:20]([CH3:31])=[C:19]([CH3:32])[CH:18]=4)=[O:15])[CH2:13][CH2:12]3)=[CH:10][C:4]=2[O:3]1.Cl.C(N(CC)CC)C, predict the reaction product. (3) The product is: [O:45]=[C:43]1[C:42]2[C:41](=[CH:49][CH:48]=[CH:47][CH:46]=2)[C:40](=[O:50])[N:44]1[CH2:31][CH2:30][N:27]1[C:28]([CH3:29])=[C:24]([C:22]([NH:21][C:4]2[CH:5]=[CH:6][C:7]([O:8][C:9]3[C:18]4[C:13](=[CH:14][C:15]([O:19][CH3:20])=[CH:16][CH:17]=4)[N:12]=[CH:11][CH:10]=3)=[C:2]([F:1])[CH:3]=2)=[O:23])[C:25](=[O:39])[N:26]1[C:33]1[CH:34]=[CH:35][CH:36]=[CH:37][CH:38]=1. Given the reactants [F:1][C:2]1[CH:3]=[C:4]([NH:21][C:22]([C:24]2[C:25](=[O:39])[N:26]([C:33]3[CH:38]=[CH:37][CH:36]=[CH:35][CH:34]=3)[N:27]([CH2:30][CH2:31]O)[C:28]=2[CH3:29])=[O:23])[CH:5]=[CH:6][C:7]=1[O:8][C:9]1[C:18]2[C:13](=[CH:14][C:15]([O:19][CH3:20])=[CH:16][CH:17]=2)[N:12]=[CH:11][CH:10]=1.[C:40]1(=[O:50])[NH:44][C:43](=[O:45])[C:42]2=[CH:46][CH:47]=[CH:48][CH:49]=[C:41]12.C1(P(C2C=CC=CC=2)C2C=CC=CC=2)C=CC=CC=1.N(C(OCC)=O)=NC(OCC)=O, predict the reaction product. (4) Given the reactants [CH2:1]1[C:14]2[C:13]3[CH:12]=[CH:11][CH:10]=[CH:9][C:8]=3[NH:7][C:6]=2[CH:5]2[CH2:15][CH2:16][N:2]1[CH2:3][CH2:4]2.Br[C:18]1[CH:23]=[CH:22][CH:21]=[C:20]([N:24]2[CH:28]=[CH:27][CH:26]=[N:25]2)[N:19]=1, predict the reaction product. The product is: [N:24]1([C:20]2[N:19]=[C:18]([N:7]3[C:8]4[CH:9]=[CH:10][CH:11]=[CH:12][C:13]=4[C:14]4[CH2:1][N:2]5[CH2:3][CH2:4][CH:5]([C:6]3=4)[CH2:15][CH2:16]5)[CH:23]=[CH:22][CH:21]=2)[CH:28]=[CH:27][CH:26]=[N:25]1. (5) Given the reactants ClCC([NH:5][C:6]1[C:11]([N+:12]([O-:14])=[O:13])=[CH:10][CH:9]=[C:8]([F:15])[C:7]=1[CH3:16])=O.[OH-].[Na+].O1CCCC1, predict the reaction product. The product is: [F:15][C:8]1[C:7]([CH3:16])=[C:6]([C:11]([N+:12]([O-:14])=[O:13])=[CH:10][CH:9]=1)[NH2:5].